Dataset: Forward reaction prediction with 1.9M reactions from USPTO patents (1976-2016). Task: Predict the product of the given reaction. The product is: [OH:11][N:12]([CH:13]([CH2:23][S:24]([N:27]1[CH2:32][CH2:31][N:30]([C:33]2[CH:38]=[CH:37][C:36]([C:39]#[C:40][C:41]3[S:42][CH:43]=[CH:44][CH:45]=3)=[CH:35][N:34]=2)[CH2:29][CH2:28]1)(=[O:26])=[O:25])[CH2:14][CH2:15][CH2:16][C:17]1[N:22]=[CH:21][CH:20]=[CH:19][N:18]=1)[CH:1]=[O:3]. Given the reactants [CH:1]([OH:3])=O.C(OC(=O)C)(=O)C.[OH:11][NH:12][CH:13]([CH2:23][S:24]([N:27]1[CH2:32][CH2:31][N:30]([C:33]2[CH:38]=[CH:37][C:36]([C:39]#[C:40][C:41]3[S:42][CH:43]=[CH:44][CH:45]=3)=[CH:35][N:34]=2)[CH2:29][CH2:28]1)(=[O:26])=[O:25])[CH2:14][CH2:15][CH2:16][C:17]1[N:22]=[CH:21][CH:20]=[CH:19][N:18]=1, predict the reaction product.